This data is from Full USPTO retrosynthesis dataset with 1.9M reactions from patents (1976-2016). The task is: Predict the reactants needed to synthesize the given product. (1) Given the product [CH2:26]([S:23]([C:20]1[N:21]=[CH:22][C:17]([O:10][C:8]2[CH:9]=[C:4]([CH:5]=[C:6]([O:39][CH:37]([CH3:38])[CH2:36][OH:28])[CH:7]=2)[C:3]([NH:40][C:41]2[S:42][CH:43]=[CH:44][N:45]=2)=[O:15])=[CH:18][CH:19]=1)(=[O:25])=[O:24])[CH3:27], predict the reactants needed to synthesize it. The reactants are: CO[C:3](=[O:15])[C:4]1[CH:9]=[C:8]([OH:10])[CH:7]=[C:6](OCOC)[CH:5]=1.Br[C:17]1[CH:18]=[CH:19][C:20]([S:23]([CH2:26][CH3:27])(=[O:25])=[O:24])=[N:21][CH:22]=1.[O:28]([CH2:36][C@H:37]([OH:39])[CH3:38])[Si](C(C)(C)C)(C)C.[NH2:40][C:41]1[S:42][CH:43]=[CH:44][N:45]=1. (2) Given the product [CH2:1]([O:3][C:4](=[O:12])[C:5]1[CH:10]=[CH:9][CH:8]=[CH:7][C:6]=1[N:11]1[CH:15]=[CH:19][CH:18]=[CH:17]1)[CH3:2], predict the reactants needed to synthesize it. The reactants are: [CH2:1]([O:3][C:4](=[O:12])[C:5]1[CH:10]=[CH:9][CH:8]=[CH:7][C:6]=1[NH2:11])[CH3:2].CO[CH:15]1[CH2:19][CH2:18][CH:17](OC)O1.